Task: Predict the product of the given reaction.. Dataset: Forward reaction prediction with 1.9M reactions from USPTO patents (1976-2016) (1) Given the reactants [CH3:1][O:2][C:3]1[CH:40]=[CH:39][C:6]([CH2:7][N:8]([CH2:30][C:31]2[CH:36]=[CH:35][C:34]([O:37][CH3:38])=[CH:33][CH:32]=2)[C:9]2[N:14]=[CH:13][C:12]([C:15]3[C:16]4[CH2:29][CH2:28][NH:27][C:17]=4[N:18]=[C:19]([N:21]4[CH2:26][CH2:25][O:24][CH2:23][CH2:22]4)[N:20]=3)=[CH:11][N:10]=2)=[CH:5][CH:4]=1.[CH2:41]([S:43](Cl)(=[O:45])=[O:44])[CH3:42], predict the reaction product. The product is: [CH3:38][O:37][C:34]1[CH:33]=[CH:32][C:31]([CH2:30][N:8]([CH2:7][C:6]2[CH:5]=[CH:4][C:3]([O:2][CH3:1])=[CH:40][CH:39]=2)[C:9]2[N:10]=[CH:11][C:12]([C:15]3[C:16]4[CH2:29][CH2:28][N:27]([S:43]([CH2:41][CH3:42])(=[O:45])=[O:44])[C:17]=4[N:18]=[C:19]([N:21]4[CH2:26][CH2:25][O:24][CH2:23][CH2:22]4)[N:20]=3)=[CH:13][N:14]=2)=[CH:36][CH:35]=1. (2) Given the reactants [Br:1][C:2]1[CH:7]=[C:6]([S:8]([CH3:11])(=[O:10])=[O:9])[CH:5]=[CH:4][C:3]=1F.[CH3:13][C:14]1[CH:19]=[CH:18][CH:17]=[C:16]([CH3:20])[C:15]=1[OH:21].C(=O)([O-])[O-].[Cs+].[Cs+].Cl, predict the reaction product. The product is: [Br:1][C:2]1[CH:7]=[C:6]([S:8]([CH3:11])(=[O:10])=[O:9])[CH:5]=[CH:4][C:3]=1[O:21][C:15]1[C:16]([CH3:20])=[CH:17][CH:18]=[CH:19][C:14]=1[CH3:13].